This data is from Catalyst prediction with 721,799 reactions and 888 catalyst types from USPTO. The task is: Predict which catalyst facilitates the given reaction. (1) Reactant: O1CCCCC1N1C2C3C=CC=CC=3N(CC(F)(F)F)C(=O)C=2C=N1.[F:26][CH:27]1[CH2:31][CH2:30][N:29]([C:32]2[C:37]([C:38]3[CH:39]=[CH:40][C:41]4[C:42]5[NH:56][N:55](C6CCCCO6)[CH2:54][C:43]=5[C:44](=[O:53])[N:45]([CH2:48][C:49]([F:52])([F:51])[F:50])[C:46]=4[CH:47]=3)=[CH:36][CH:35]=[CH:34][N:33]=2)[CH2:28]1.[ClH:63]. Product: [ClH:63].[F:26][CH:27]1[CH2:31][CH2:30][N:29]([C:32]2[C:37]([C:38]3[CH:39]=[CH:40][C:41]4[C:42]5[NH:56][N:55]=[CH:54][C:43]=5[C:44](=[O:53])[N:45]([CH2:48][C:49]([F:52])([F:51])[F:50])[C:46]=4[CH:47]=3)=[CH:36][CH:35]=[CH:34][N:33]=2)[CH2:28]1. The catalyst class is: 6. (2) Reactant: [NH2:1][CH:2]([C:14]1[CH:19]=[CH:18][CH:17]=[CH:16][CH:15]=1)[C:3]([O:5][C@@H:6]1[CH:11]2[CH2:12][CH2:13][N:8]([CH2:9][CH2:10]2)[CH2:7]1)=[O:4].C(N(CC)CC)C.[C:27](Cl)(=[O:34])[C:28]1[CH:33]=[CH:32][CH:31]=[CH:30][CH:29]=1. Product: [C:27]([NH:1][CH:2]([C:14]1[CH:19]=[CH:18][CH:17]=[CH:16][CH:15]=1)[C:3]([O:5][C@@H:6]1[CH:11]2[CH2:10][CH2:9][N:8]([CH2:13][CH2:12]2)[CH2:7]1)=[O:4])(=[O:34])[C:28]1[CH:33]=[CH:32][CH:31]=[CH:30][CH:29]=1. The catalyst class is: 2. (3) Reactant: Br[C:2]1[CH:7]=[C:6]([C:8]([F:11])([F:10])[F:9])[CH:5]=[C:4]([F:12])[CH:3]=1.[Li]CCCC.[Cl:18][C:19]1[CH:20]=[CH:21][C:22]([C:25]#N)=[N:23][CH:24]=1.CC[O:29]CC. Product: [Cl:18][C:19]1[CH:20]=[CH:21][C:22]([C:25]([C:2]2[CH:7]=[C:6]([C:8]([F:11])([F:10])[F:9])[CH:5]=[C:4]([F:12])[CH:3]=2)=[O:29])=[N:23][CH:24]=1. The catalyst class is: 81. (4) Reactant: C(Cl)(=O)C(Cl)=O.CS(C)=O.[CH3:11][C:12]([C:17]1[O:18][C:19]([CH3:22])=[CH:20][CH:21]=1)([CH3:16])[CH2:13][CH2:14][OH:15].C(N(CC)CC)C. Product: [CH3:16][C:12]([C:17]1[O:18][C:19]([CH3:22])=[CH:20][CH:21]=1)([CH3:11])[CH2:13][CH:14]=[O:15]. The catalyst class is: 46. (5) Reactant: [CH2:1]([O:3][C:4](=[O:23])[CH2:5][O:6][C:7]1[CH:12]=[CH:11][C:10]([O:13]CC2C=CC=CC=2)=[CH:9][C:8]=1[CH:21]=[CH2:22])[CH3:2].[H][H]. Product: [CH2:1]([O:3][C:4](=[O:23])[CH2:5][O:6][C:7]1[CH:12]=[CH:11][C:10]([OH:13])=[CH:9][C:8]=1[CH2:21][CH3:22])[CH3:2]. The catalyst class is: 29. (6) Reactant: [Cl:1][C:2]1[CH:21]=[C:20]([Cl:22])[CH:19]=[CH:18][C:3]=1[O:4][C:5]1[N:14]=[C:13]([O:15][CH2:16][CH3:17])[CH:12]=[CH:11][C:6]=1[C:7](OC)=[O:8].[H-].[Al+3].[Li+].[H-].[H-].[H-].O.O.O.O.O.O.O.O.O.O.S([O-])([O-])(=O)=O.[Mg+2]. Product: [Cl:1][C:2]1[CH:21]=[C:20]([Cl:22])[CH:19]=[CH:18][C:3]=1[O:4][C:5]1[C:6]([CH2:7][OH:8])=[CH:11][CH:12]=[C:13]([O:15][CH2:16][CH3:17])[N:14]=1. The catalyst class is: 7. (7) Reactant: [NH2:1][C:2]1[CH:28]=[CH:27][C:5]([O:6][C:7]2[CH:12]=[CH:11][N:10]=[C:9]([NH:13][C:14]([N:16]3[CH2:21][CH2:20][N:19]([CH2:22][CH2:23][N:24]([CH3:26])[CH3:25])[CH2:18][CH2:17]3)=[O:15])[CH:8]=2)=[CH:4][CH:3]=1.[C:29]1([CH2:35][C:36]([N:38]=[C:39]=[O:40])=[O:37])[CH:34]=[CH:33][CH:32]=[CH:31][CH:30]=1. Product: [CH3:26][N:24]([CH3:25])[CH2:23][CH2:22][N:19]1[CH2:18][CH2:17][N:16]([C:14]([NH:13][C:9]2[CH:8]=[C:7]([O:6][C:5]3[CH:4]=[CH:3][C:2]([NH:1][C:39]([NH:38][C:36](=[O:37])[CH2:35][C:29]4[CH:30]=[CH:31][CH:32]=[CH:33][CH:34]=4)=[O:40])=[CH:28][CH:27]=3)[CH:12]=[CH:11][N:10]=2)=[O:15])[CH2:21][CH2:20]1. The catalyst class is: 188. (8) Reactant: [NH2:1][C:2]1[CH:7]=[CH:6][C:5]([C:8]2[C:12]3[C:13]([NH2:17])=[N:14][CH:15]=[CH:16][C:11]=3[S:10][CH:9]=2)=[CH:4][CH:3]=1.CN1CC[O:22][CH2:21][CH2:20]1.C(Cl)(=O)C. Product: [NH2:17][C:13]1[C:12]2[C:8]([C:5]3[CH:4]=[CH:3][C:2]([NH:1][C:21](=[O:22])[CH3:20])=[CH:7][CH:6]=3)=[CH:9][S:10][C:11]=2[CH:16]=[CH:15][N:14]=1. The catalyst class is: 1.